This data is from Forward reaction prediction with 1.9M reactions from USPTO patents (1976-2016). The task is: Predict the product of the given reaction. (1) Given the reactants [Br:1][C:2]1[CH:7]=[CH:6][C:5]([C:8](=O)[CH:9]=[CH:10][N:11](C)C)=[CH:4][CH:3]=1.[NH:15]([C:17]1[CH:22]=[CH:21][N:20]=[CH:19][CH:18]=1)N, predict the reaction product. The product is: [Br:1][C:2]1[CH:3]=[CH:4][C:5]([C:8]2[N:15]([C:17]3[CH:22]=[CH:21][N:20]=[CH:19][CH:18]=3)[N:11]=[CH:10][CH:9]=2)=[CH:6][CH:7]=1. (2) Given the reactants Br[C:2]1[O:3][CH:4]=[CH:5][CH:6]=1.C(NC(C)C)(C)C.C1COCC1.[CH3:19][Si:20]([C:23]#[CH:24])([CH3:22])[CH3:21], predict the reaction product. The product is: [O:3]1[CH:4]=[CH:5][CH:6]=[C:2]1[C:24]#[C:23][Si:20]([CH3:22])([CH3:21])[CH3:19].